Dataset: Forward reaction prediction with 1.9M reactions from USPTO patents (1976-2016). Task: Predict the product of the given reaction. (1) Given the reactants [NH2:1]C1C=CN=CC=1.C(N(CC)CC)C.Cl[C:16]([O:18][CH2:19][C:20]1[CH:25]=[CH:24][CH:23]=[CH:22][CH:21]=1)=[O:17], predict the reaction product. The product is: [C:16](=[O:17])([O:18][CH2:19][C:20]1[CH:25]=[CH:24][CH:23]=[CH:22][CH:21]=1)[NH2:1]. (2) Given the reactants [CH3:1][O:2][C:3]1[N:8]=[C:7]([O:9][S:10]([C:13]([F:16])([F:15])[F:14])(=[O:12])=[O:11])[CH:6]=[C:5](S(C(F)(F)F)(=O)=O)[N:4]=1.[F:24][C:25]([F:37])([F:36])[O:26][C:27]1[CH:32]=[CH:31][C:30]([CH2:33][CH2:34][NH2:35])=[CH:29][CH:28]=1, predict the reaction product. The product is: [CH3:1][O:2][C:3]1[N:8]=[C:7]([O:9][S:10]([C:13]([F:14])([F:15])[F:16])(=[O:11])=[O:12])[CH:6]=[C:5]([NH:35][CH2:34][CH2:33][C:30]2[CH:29]=[CH:28][C:27]([O:26][C:25]([F:24])([F:36])[F:37])=[CH:32][CH:31]=2)[N:4]=1.